The task is: Predict the reaction yield, written as a fraction of the theoretical maximum amount of product (1.0 means a 100% yield; for example, 0.34 means a 34% yield).. This data is from Reaction yield outcomes from USPTO patents with 853,638 reactions. (1) The reactants are Br[C:2]1[CH:7]=[CH:6][C:5]([C:8]([N:10]2[CH2:15][CH2:14][N:13]([CH3:16])[CH2:12][CH2:11]2)=[O:9])=[CH:4][C:3]=1[O:17][CH3:18].C[C:20]1([CH3:36])C(C)(C)OB(B2OC(C)(C)C(C)(C)O2)O1.CC([O-])=O.[K+].ClC1N=[CH:45][C:46]2[N:47]([C:49]([C:52]3[CH:59]=[CH:58][C:55]([C:56]#[N:57])=[CH:54][CH:53]=3)=[CH:50][N:51]=2)C=1.C([O-])([O-])=O.[K+].[K+].C[N:67](C=O)C. The catalyst is O. The product is [CH3:18][O:17][C:3]1[CH:4]=[C:5]([C:8]([N:10]2[CH2:15][CH2:14][N:13]([CH3:16])[CH2:12][CH2:11]2)=[O:9])[CH:6]=[CH:7][C:2]=1[C:20]1[CH:36]=[CH:45][C:46]2[N:47]([C:49]([C:52]3[CH:53]=[CH:54][C:55]([C:56]#[N:57])=[CH:58][CH:59]=3)=[CH:50][N:51]=2)[N:67]=1. The yield is 0.970. (2) The yield is 0.990. The reactants are [Si:1]([O:8][CH:9]([C:14]1[CH:19]=[CH:18][C:17]([O:20][CH3:21])=[CH:16][CH:15]=1)[C:10](OC)=[O:11])([C:4]([CH3:7])([CH3:6])[CH3:5])([CH3:3])[CH3:2].CC(C[AlH]CC(C)C)C.C(Cl)(Cl)Cl. The product is [Si:1]([O:8][CH:9]([C:14]1[CH:19]=[CH:18][C:17]([O:20][CH3:21])=[CH:16][CH:15]=1)[CH:10]=[O:11])([C:4]([CH3:7])([CH3:6])[CH3:5])([CH3:2])[CH3:3]. The catalyst is C1(C)C=CC=CC=1.